From a dataset of Forward reaction prediction with 1.9M reactions from USPTO patents (1976-2016). Predict the product of the given reaction. (1) Given the reactants C([O:5][C:6](=O)[NH:7][CH2:8][CH2:9][N:10]1[CH2:19][CH2:18][C:17]2[C:12](=[CH:13][C:14]([O:22][CH3:23])=[C:15]([O:20][CH3:21])[CH:16]=2)[CH:11]1[CH2:24][C:25]1[CH:30]=[CH:29][C:28]([F:31])=[CH:27][CH:26]=1)(C)(C)C.Cl.C1N=CN(C(N2C=NC=C2)=O)C=1.[NH2:46][C:47]1[C:56]2[CH2:55][CH2:54][CH2:53][CH2:52][C:51]=2[N:50]=[CH:49][CH:48]=1.C[Si]([N-][Si](C)(C)C)(C)C.[Na+], predict the reaction product. The product is: [F:31][C:28]1[CH:27]=[CH:26][C:25]([CH2:24][CH:11]2[C:12]3[C:17](=[CH:16][C:15]([O:20][CH3:21])=[C:14]([O:22][CH3:23])[CH:13]=3)[CH2:18][CH2:19][N:10]2[CH2:9][CH2:8][NH:7][C:6]([NH:46][C:47]2[C:56]3[CH2:55][CH2:54][CH2:53][CH2:52][C:51]=3[N:50]=[CH:49][CH:48]=2)=[O:5])=[CH:30][CH:29]=1. (2) Given the reactants [C:1]1([CH:11]=O)[C:10]2[C:5](=[CH:6][CH:7]=[CH:8][CH:9]=2)[CH:4]=[CH:3][CH:2]=1.[C:13]([O:19][CH3:20])(=[O:18])[CH2:14][C:15]([CH3:17])=O.[OH-:21].[NH4+:22], predict the reaction product. The product is: [CH3:17][C:15]1[NH:22][C:15]([CH3:17])=[C:14]([C:13]([O:19][CH3:20])=[O:21])[CH:11]([C:1]2[C:10]3[C:5](=[CH:6][CH:7]=[CH:8][CH:9]=3)[CH:4]=[CH:3][CH:2]=2)[C:14]=1[C:13]([O:19][CH3:20])=[O:18]. (3) Given the reactants [C:1]([C:3]1[N:4]([C:15]([O:17][C:18]([CH3:21])([CH3:20])[CH3:19])=[O:16])[C:5]2[C:10]([CH:11]=1)=[CH:9][C:8]([CH3:12])=[C:7]([O:13][CH3:14])[CH:6]=2)#[N:2].[Br:22]N1C(=O)CCC1=O.CC(N=NC(C#N)(C)C)(C#N)C, predict the reaction product. The product is: [Br:22][CH2:12][C:8]1[CH:9]=[C:10]2[C:5](=[CH:6][C:7]=1[O:13][CH3:14])[N:4]([C:15]([O:17][C:18]([CH3:21])([CH3:20])[CH3:19])=[O:16])[C:3]([C:1]#[N:2])=[CH:11]2. (4) Given the reactants [Br:1][C:2]1[CH:3]=[CH:4][C:5]([F:10])=[C:6]([CH:9]=1)[CH:7]=[O:8].[Si]([C:15]([F:18])([F:17])[F:16])(C)(C)C.[F-].C([N+](CCCC)(CCCC)CCCC)CCC, predict the reaction product. The product is: [Br:1][C:2]1[CH:3]=[CH:4][C:5]([F:10])=[C:6]([CH:7]([OH:8])[C:15]([F:18])([F:17])[F:16])[CH:9]=1. (5) Given the reactants [Br:1][C:2]1[CH:7]=[C:6]([F:8])[CH:5]=[CH:4][C:3]=1[CH2:9][CH2:10][NH:11][CH:12]([CH2:16][CH2:17][CH3:18])[CH2:13][CH2:14][CH3:15].C(=O)([O-])[O-].[K+].[K+].Cl[C:26]([O:28][CH3:29])=[O:27], predict the reaction product. The product is: [CH3:29][O:28][C:26](=[O:27])[N:11]([CH2:10][CH2:9][C:3]1[CH:4]=[CH:5][C:6]([F:8])=[CH:7][C:2]=1[Br:1])[CH:12]([CH2:16][CH2:17][CH3:18])[CH2:13][CH2:14][CH3:15]. (6) Given the reactants [NH2:1][C:2]1[C:3]([Cl:9])=[N:4][CH:5]=[N:6][C:7]=1Cl.[NH2:10][NH2:11].O.ClC(Cl)(O[C:17](=[O:23])OC(Cl)(Cl)Cl)Cl, predict the reaction product. The product is: [NH2:1][C:2]1[C:7]2[N:6]([C:17](=[O:23])[NH:10][N:11]=2)[CH:5]=[N:4][C:3]=1[Cl:9]. (7) Given the reactants [F:1][C:2]1[CH:3]=[C:4]2[C:8](=[CH:9][CH:10]=1)[N:7]([CH2:11][C:12]([O:14]C)=[O:13])[C:6]([CH3:16])=[C:5]2[CH2:17][C:18]1[CH:23]=[CH:22][C:21](=[O:24])[N:20]([CH2:25][C:26]2[CH:31]=[CH:30][CH:29]=[CH:28][C:27]=2[F:32])[CH:19]=1.O.[OH-].[Li+], predict the reaction product. The product is: [F:1][C:2]1[CH:3]=[C:4]2[C:8](=[CH:9][CH:10]=1)[N:7]([CH2:11][C:12]([OH:14])=[O:13])[C:6]([CH3:16])=[C:5]2[CH2:17][C:18]1[CH:23]=[CH:22][C:21](=[O:24])[N:20]([CH2:25][C:26]2[CH:31]=[CH:30][CH:29]=[CH:28][C:27]=2[F:32])[CH:19]=1.